Predict which catalyst facilitates the given reaction. From a dataset of Catalyst prediction with 721,799 reactions and 888 catalyst types from USPTO. (1) Reactant: [F:1][C:2]([F:22])([F:21])[C:3]1[CH:4]=[C:5]([C:9]2[CH:10]=[CH:11][C:12]3[N:18]4[CH2:19][C@H:15]([CH2:16][CH2:17]4)[NH:14][C:13]=3[N:20]=2)[CH:6]=[CH:7][CH:8]=1.Cl[C:24](Cl)([O:26]C(=O)OC(Cl)(Cl)Cl)Cl.[CH3:35][C:36]1([CH3:50])[O:40][C@@H:39]([CH2:41][O:42][C:43]2[CH:48]=[C:47]([NH2:49])[CH:46]=[CH:45][N:44]=2)[CH2:38][O:37]1. Product: [CH3:35][C:36]1([CH3:50])[O:40][C@@H:39]([CH2:41][O:42][C:43]2[CH:48]=[C:47]([NH:49][C:24]([N:14]3[C@@H:15]4[CH2:19][N:18]([CH2:17][CH2:16]4)[C:12]4[CH:11]=[CH:10][C:9]([C:5]5[CH:6]=[CH:7][CH:8]=[C:3]([C:2]([F:21])([F:1])[F:22])[CH:4]=5)=[N:20][C:13]3=4)=[O:26])[CH:46]=[CH:45][N:44]=2)[CH2:38][O:37]1. The catalyst class is: 7. (2) Reactant: C[O:2][C:3](=[O:41])[CH2:4][C:5]1[C:14]([CH3:15])=[C:13]([C:16]2[CH:21]=[CH:20][C:19]([NH:22][S:23]([C:26]3[CH:31]=[C:30]([C:32]([F:35])([F:34])[F:33])[CH:29]=[C:28]([C:36]([F:39])([F:38])[F:37])[CH:27]=3)(=[O:25])=[O:24])=[CH:18][CH:17]=2)[C:12]2[C:7](=[CH:8][CH:9]=[C:10]([F:40])[CH:11]=2)[CH:6]=1.[OH-].[Na+]. Product: [F:35][C:32]([F:33])([F:34])[C:30]1[CH:31]=[C:26]([S:23]([NH:22][C:19]2[CH:18]=[CH:17][C:16]([C:13]3[C:12]4[C:7](=[CH:8][CH:9]=[C:10]([F:40])[CH:11]=4)[CH:6]=[C:5]([CH2:4][C:3]([OH:41])=[O:2])[C:14]=3[CH3:15])=[CH:21][CH:20]=2)(=[O:25])=[O:24])[CH:27]=[C:28]([C:36]([F:38])([F:39])[F:37])[CH:29]=1. The catalyst class is: 8. (3) Reactant: Cl[C:2]1[CH:7]=[C:6]([C:8]2[CH:13]=[CH:12][CH:11]=[C:10]([Cl:14])[C:9]=2[Cl:15])[N:5]=[C:4]([NH2:16])[N:3]=1.[Cl:17][C:18]1[CH:23]=[CH:22][C:21]([CH2:24][CH2:25][NH2:26])=[CH:20][CH:19]=1.CCN(C(C)C)C(C)C. Product: [Cl:17][C:18]1[CH:23]=[CH:22][C:21]([CH2:24][CH2:25][NH:26][C:2]2[CH:7]=[C:6]([C:8]3[CH:13]=[CH:12][CH:11]=[C:10]([Cl:14])[C:9]=3[Cl:15])[N:5]=[C:4]([NH2:16])[N:3]=2)=[CH:20][CH:19]=1. The catalyst class is: 51. (4) Reactant: O=P(Cl)(Cl)Cl.[CH3:6][C:7]1[CH:8]=[C:9]([CH:13]=[CH:14][C:15]=1[N:16]1[CH:20]=[CH:19][CH:18]=[CH:17]1)[C:10]([NH2:12])=O.[C:21]([O-])([O-])=[O:22].[Na+].[Na+]. Product: [CH:21]([C:17]1[N:16]([C:15]2[CH:14]=[CH:13][C:9]([C:10]#[N:12])=[CH:8][C:7]=2[CH3:6])[CH:20]=[CH:19][CH:18]=1)=[O:22]. The catalyst class is: 3. (5) Reactant: [NH2:1][C:2]1[N:7]=[CH:6][N:5]=[C:4]([N:8]2[CH2:13][CH2:12][N:11]([CH:14]([CH:17]3[CH2:22][CH2:21][CH2:20][CH2:19][CH2:18]3)[C:15]#[N:16])[CH2:10][CH2:9]2)[C:3]=1[CH2:23][CH3:24].[Li]. Product: [NH2:16][CH2:15][CH:14]([N:11]1[CH2:12][CH2:13][N:8]([C:4]2[N:5]=[CH:6][N:7]=[C:2]([NH2:1])[C:3]=2[CH2:23][CH3:24])[CH2:9][CH2:10]1)[CH:17]1[CH2:22][CH2:21][CH2:20][CH2:19][CH2:18]1. The catalyst class is: 1. (6) Product: [OH:15][CH2:14][C@H:5]1[CH2:4][O:3][C:2]([CH3:1])([CH3:18])[N:6]1[C:7]([O:9][C:10]([CH3:13])([CH3:12])[CH3:11])=[O:8]. Reactant: [CH3:1][C:2]1([CH3:18])[N:6]([C:7]([O:9][C:10]([CH3:13])([CH3:12])[CH3:11])=[O:8])[C@@H:5]([C:14](OC)=[O:15])[CH2:4][O:3]1.[H-].[H-].[H-].[H-].[Li+].[Al+3]. The catalyst class is: 27. (7) Reactant: [CH3:1][N:2]1[CH2:7][CH2:6][CH:5]([CH2:8][OH:9])[CH2:4][CH2:3]1.CN1CC[O:14][CH2:13]C1.ClC(OC1C=CC([N+]([O-])=O)=CC=1)=O.[CH3:30][O:31][C:32]1[CH:37]=[CH:36][C:35]([N:38]2[CH2:43][CH2:42][NH:41][CH2:40][CH2:39]2)=[CH:34][CH:33]=1.CCN(C(C)C)C(C)C. Product: [CH3:30][O:31][C:32]1[CH:33]=[CH:34][C:35]([N:38]2[CH2:43][CH2:42][N:41]([C:13]([O:9][CH2:8][CH:5]3[CH2:6][CH2:7][N:2]([CH3:1])[CH2:3][CH2:4]3)=[O:14])[CH2:40][CH2:39]2)=[CH:36][CH:37]=1. The catalyst class is: 59. (8) Reactant: [CH:1]1([CH2:6][OH:7])[CH2:5][CH2:4][CH2:3][CH2:2]1.[S:8](Cl)([C:11]1[CH:17]=[CH:16][C:14]([CH3:15])=[CH:13][CH:12]=1)(=[O:10])=[O:9].CCN(CC)CC. Product: [S:8]([C:11]1[CH:17]=[CH:16][C:14]([CH3:15])=[CH:13][CH:12]=1)([O:7][CH2:6][CH:1]1[CH2:5][CH2:4][CH2:3][CH2:2]1)(=[O:10])=[O:9]. The catalyst class is: 142. (9) Reactant: [S:1](=[O:5])(=[O:4])([OH:3])[OH:2].[C:6]([C@H:9]1[O:14][CH2:13][C@H:12]([NH:15][C:16]([C@@H:18]2[NH:32][C:31]3([CH2:37][CH2:36][C:35]([CH3:39])([CH3:38])[CH2:34][CH2:33]3)[C@:20]3([C:28]4[C:23](=[CH:24][C:25]([Cl:29])=[CH:26][CH:27]=4)[NH:22][C:21]3=[O:30])[C@H:19]2[C:40]2[CH:45]=[CH:44][N:43]=[C:42]([Cl:46])[C:41]=2[F:47])=[O:17])[CH2:11][CH2:10]1)(=[O:8])[NH2:7]. Product: [OH2:2].[S:1]([OH:5])([OH:4])(=[O:3])=[O:2].[C:6]([C@H:9]1[O:14][CH2:13][C@H:12]([NH:15][C:16]([C@@H:18]2[NH:32][C:31]3([CH2:33][CH2:34][C:35]([CH3:39])([CH3:38])[CH2:36][CH2:37]3)[C@:20]3([C:28]4[C:23](=[CH:24][C:25]([Cl:29])=[CH:26][CH:27]=4)[NH:22][C:21]3=[O:30])[C@H:19]2[C:40]2[CH:45]=[CH:44][N:43]=[C:42]([Cl:46])[C:41]=2[F:47])=[O:17])[CH2:11][CH2:10]1)(=[O:8])[NH2:7].[CH3:6][CH:9]([OH:14])[CH3:10]. The catalyst class is: 41. (10) Reactant: [CH2:1]([O:3][C:4](=[O:39])[CH2:5][CH:6]([C:29]1[CH:38]=[N:37][C:36]2[C:31](=[CH:32][CH:33]=[CH:34][CH:35]=2)[N:30]=1)[CH:7]=[CH:8][CH2:9][CH2:10][CH2:11][CH2:12][C:13]1[CH:18]=[CH:17][CH:16]=[C:15]([NH:19][CH2:20][C:21]2[CH:26]=[CH:25][C:24]([O:27][CH3:28])=[CH:23][CH:22]=2)[N:14]=1)[CH3:2].C([O-])=O.[NH4+]. Product: [CH2:1]([O:3][C:4](=[O:39])[CH2:5][CH:6]([C:29]1[CH:38]=[N:37][C:36]2[C:31](=[CH:32][CH:33]=[CH:34][CH:35]=2)[N:30]=1)[CH2:7][CH2:8][CH2:9][CH2:10][CH2:11][CH2:12][C:13]1[CH:18]=[CH:17][CH:16]=[C:15]([NH:19][CH2:20][C:21]2[CH:22]=[CH:23][C:24]([O:27][CH3:28])=[CH:25][CH:26]=2)[N:14]=1)[CH3:2]. The catalyst class is: 50.